From a dataset of Reaction yield outcomes from USPTO patents with 853,638 reactions. Predict the reaction yield, written as a fraction of the theoretical maximum amount of product (1.0 means a 100% yield; for example, 0.34 means a 34% yield). The catalyst is CO. The yield is 0.0500. The product is [N:20]1([C:15]2[CH:16]=[CH:17][CH:18]=[CH:19][C:14]=2[N:9]2[CH:10]=[CH:11][C:12](=[O:13])[C:7]([C:5]3[N:33]([C:27]4[CH:32]=[CH:31][CH:30]=[CH:29][CH:28]=4)[N:2]=[CH:3][CH:4]=3)=[N:8]2)[CH2:21][CH2:22][O:23][CH2:24][CH2:25]1. The reactants are C[N:2](C)[CH:3]=[CH:4][C:5]([C:7]1[C:12](=[O:13])[CH:11]=[CH:10][N:9]([C:14]2[CH:19]=[CH:18][CH:17]=[CH:16][C:15]=2[N:20]2[CH2:25][CH2:24][O:23][CH2:22][CH2:21]2)[N:8]=1)=O.[C:27]1([NH:33]N)[CH:32]=[CH:31][CH:30]=[CH:29][CH:28]=1.